This data is from Full USPTO retrosynthesis dataset with 1.9M reactions from patents (1976-2016). The task is: Predict the reactants needed to synthesize the given product. (1) Given the product [Br:5][C:6]1[C:11]([C:12]2([C:24]3[CH:25]=[CH:26][C:21]([F:20])=[CH:22][CH:23]=3)[CH2:16][CH2:15][CH2:14][CH2:13]2)=[CH:10][CH:9]=[CH:8][N:7]=1, predict the reactants needed to synthesize it. The reactants are: [Al+3].[Cl-].[Cl-].[Cl-].[Br:5][C:6]1[C:11]([C:12]2(O)[CH2:16][CH2:15][CH2:14][CH2:13]2)=[CH:10][CH:9]=[CH:8][N:7]=1.[OH-].[Na+].[F:20][C:21]1[CH:26]=[CH:25][CH:24]=[CH:23][CH:22]=1. (2) Given the product [Cl:3][C:4]1[N:9]=[CH:8][C:7]([CH:10]([NH2:12])[CH3:11])=[CH:6][CH:5]=1, predict the reactants needed to synthesize it. The reactants are: [BH4-].[Na+].[Cl:3][C:4]1[N:9]=[CH:8][C:7]([C:10](=[N:12]O)[CH3:11])=[CH:6][CH:5]=1.[OH-].[NH4+]. (3) Given the product [Cl:8][C:6]1[CH:5]=[C:4]([CH3:9])[N:3]=[C:2]([C:15]2[S:19][CH:18]=[N:17][CH:16]=2)[CH:7]=1, predict the reactants needed to synthesize it. The reactants are: Cl[C:2]1[CH:7]=[C:6]([Cl:8])[CH:5]=[C:4]([CH3:9])[N:3]=1.C([Sn](CCCC)(CCCC)[C:15]1[S:19][CH:18]=[N:17][CH:16]=1)CCC.[F-].[Cs+]. (4) Given the product [C:9]([NH:12][CH2:13][C:14]#[C:15][C:5]1[CH:6]=[CH:7][C:2]([C:6]#[C:7][CH2:2][NH:3][C:4](=[O:16])[CH3:5])=[N:3][CH:4]=1)(=[O:11])[CH3:10], predict the reactants needed to synthesize it. The reactants are: Br[C:2]1[CH:7]=[CH:6][C:5](Br)=[CH:4][N:3]=1.[C:9]([NH:12][CH2:13][C:14]#[CH:15])(=[O:11])[CH3:10].[OH2:16]. (5) Given the product [CH3:34][O:35][C:36]1[CH:41]=[C:40]([CH3:42])[C:39]([S:43]([N:3]2[CH2:8][CH2:7][CH2:6][CH:5]([CH2:9][CH2:10][S:11]([N:14]3[CH2:15][CH2:16][CH:17]([CH2:20][CH2:21][N:22]4[CH2:26][CH2:25][CH2:24][CH2:23]4)[CH2:18][CH2:19]3)(=[O:13])=[O:12])[CH2:4]2)(=[O:44])=[O:45])=[C:38]([CH3:47])[C:37]=1[CH3:48], predict the reactants needed to synthesize it. The reactants are: Cl.Cl.[NH:3]1[CH2:8][CH2:7][CH2:6][CH:5]([CH2:9][CH2:10][S:11]([N:14]2[CH2:19][CH2:18][CH:17]([CH2:20][CH2:21][N:22]3[CH2:26][CH2:25][CH2:24][CH2:23]3)[CH2:16][CH2:15]2)(=[O:13])=[O:12])[CH2:4]1.C(N(CC)CC)C.[CH3:34][O:35][C:36]1[CH:41]=[C:40]([CH3:42])[C:39]([S:43](Cl)(=[O:45])=[O:44])=[C:38]([CH3:47])[C:37]=1[CH3:48].C(=O)(O)[O-].[Na+].Cl.C[Si](C)(C)Cl. (6) Given the product [Cl:18][C:14]1[CH:13]=[C:12]([NH:11][S:8]([C:5]2[CH:6]=[CH:7][C:2]([N:26]3[CH2:27][CH2:28][N:23]([CH3:22])[CH2:24][CH2:25]3)=[C:3]([N+:19]([O-:21])=[O:20])[CH:4]=2)(=[O:10])=[O:9])[CH:17]=[CH:16][CH:15]=1, predict the reactants needed to synthesize it. The reactants are: Cl[C:2]1[CH:7]=[CH:6][C:5]([S:8]([NH:11][C:12]2[CH:17]=[CH:16][CH:15]=[C:14]([Cl:18])[CH:13]=2)(=[O:10])=[O:9])=[CH:4][C:3]=1[N+:19]([O-:21])=[O:20].[CH3:22][N:23]1[CH2:28][CH2:27][NH:26][CH2:25][CH2:24]1.C([O-])([O-])=O.[K+].[K+].